Dataset: Peptide-MHC class I binding affinity with 185,985 pairs from IEDB/IMGT. Task: Regression. Given a peptide amino acid sequence and an MHC pseudo amino acid sequence, predict their binding affinity value. This is MHC class I binding data. (1) The MHC is HLA-A02:01 with pseudo-sequence HLA-A02:01. The binding affinity (normalized) is 0.646. The peptide sequence is YIACRTSIV. (2) The peptide sequence is KLWTSISCA. The MHC is HLA-A29:02 with pseudo-sequence HLA-A29:02. The binding affinity (normalized) is 0.0847. (3) The peptide sequence is LMWASSGFF. The MHC is HLA-A26:02 with pseudo-sequence HLA-A26:02. The binding affinity (normalized) is 0.577. (4) The peptide sequence is QPILQRLSA. The MHC is Mamu-A2201 with pseudo-sequence Mamu-A2201. The binding affinity (normalized) is 0.107. (5) The peptide sequence is SLMAFTASV. The MHC is HLA-A02:01 with pseudo-sequence HLA-A02:01. The binding affinity (normalized) is 0.655.